This data is from PAMPA (Parallel Artificial Membrane Permeability Assay) permeability data from NCATS. The task is: Regression/Classification. Given a drug SMILES string, predict its absorption, distribution, metabolism, or excretion properties. Task type varies by dataset: regression for continuous measurements (e.g., permeability, clearance, half-life) or binary classification for categorical outcomes (e.g., BBB penetration, CYP inhibition). Dataset: pampa_ncats. (1) The result is 1 (high permeability). The compound is CN(C)C(=O)C1=NC(=C2N1C=CC=C2)C3=CN=C(C=C3)Cl. (2) The molecule is CC1=C(NC(=C1C(=O)C)C)C(=O)NC2=CC(=C(C=C2)OC)S(=O)(=O)N3CCCCCC3. The result is 1 (high permeability). (3) The drug is CC(C)CN(CC(=O)N(CCCN1CCCC1=O)CC(=O)N)C(=O)CNCCC2=CC=CC=C2F. The result is 1 (high permeability). (4) The compound is CCOC(=O)C1=C(NC(=O)CC1C(=O)NC2=CC(=CC(=C2)Cl)Cl)C. The result is 1 (high permeability). (5) The drug is CN1C2=C(C3=C1C(=O)N(N=C3)CC4=CC(=CC=C4)N)SC(=C2)S(=O)C. The result is 1 (high permeability). (6) The molecule is CN1CCN(CC1)CCCN2C3=CC=CC=C3SC4=C2C=C(C=C4)S(=O)(=O)N(C)C.CS(=O)(=O)O.CS(=O)(=O)O. The result is 1 (high permeability). (7) The compound is C1CC2=C(C(=O)C1)C3(CCS(=O)(=O)C3)N=C(N2)NC4=NC5=CC=CC=C5O4. The result is 1 (high permeability). (8) The drug is CC1=CC=C(C=C1)S(=O)(=O)NC2=CC=CC=C2C(=O)NC3=NN=C(C=C3)C4=CC=CC=C4. The result is 1 (high permeability).